This data is from Full USPTO retrosynthesis dataset with 1.9M reactions from patents (1976-2016). The task is: Predict the reactants needed to synthesize the given product. (1) Given the product [C:2]([NH:1][CH2:8][CH2:9][O:10][CH2:11][CH2:12][OH:13])([CH3:6])([CH3:5])[CH3:3], predict the reactants needed to synthesize it. The reactants are: [NH2:1][C:2]([CH3:6])([CH3:5])[CH2:3]O.N[CH2:8][CH2:9][O:10][CH2:11][CH2:12][OH:13]. (2) Given the product [CH3:14][C:12]1[N:13]=[C:9]([NH:8][C:5]2[CH:6]=[CH:7][C:2]([CH3:1])=[C:3]([O:15][CH2:23][CH:24]=[C:25]([CH3:27])[CH3:26])[CH:4]=2)[S:10][CH:11]=1, predict the reactants needed to synthesize it. The reactants are: [CH3:1][C:2]1[CH:7]=[CH:6][C:5]([NH:8][C:9]2[S:10][CH:11]=[C:12]([CH3:14])[N:13]=2)=[CH:4][C:3]=1[OH:15].C([O-])([O-])=O.[K+].[K+].Br[CH2:23][CH:24]=[C:25]([CH3:27])[CH3:26]. (3) Given the product [O:21]=[C:20]1[C:19]2[C:14](=[CH:15][CH:16]=[CH:17][CH:18]=2)[C:13](=[O:22])[N:12]1[CH:9]1[CH2:8][CH2:7][C:6]([CH2:23][C:24](=[O:30])[CH3:25])([C:4]([O:3][CH2:1][CH3:2])=[O:5])[CH2:11][CH2:10]1, predict the reactants needed to synthesize it. The reactants are: [CH2:1]([O:3][C:4]([C:6]1([CH2:23][CH:24]=[CH2:25])[CH2:11][CH2:10][CH:9]([N:12]2[C:20](=[O:21])[C:19]3[C:14](=[CH:15][CH:16]=[CH:17][CH:18]=3)[C:13]2=[O:22])[CH2:8][CH2:7]1)=[O:5])[CH3:2].CN(C=[O:30])C. (4) The reactants are: Br[C:2]1[CH:3]=[C:4]2[C:10]([CH3:11])=[CH:9][NH:8][C:5]2=[N:6][CH:7]=1.C([O-])(=O)C.[K+].[CH3:17][C:18]1([CH3:34])[C:22]([CH3:24])([CH3:23])[O:21][B:20]([B:20]2[O:21][C:22]([CH3:24])([CH3:23])[C:18]([CH3:34])([CH3:17])[O:19]2)[O:19]1. Given the product [CH3:11][C:10]1[C:4]2[C:5](=[N:6][CH:7]=[C:2]([B:20]3[O:21][C:22]([CH3:24])([CH3:23])[C:18]([CH3:34])([CH3:17])[O:19]3)[CH:3]=2)[NH:8][CH:9]=1, predict the reactants needed to synthesize it. (5) Given the product [Br:1][C:2]1[CH:3]=[C:4]([C:8]([O:10][CH2:11][CH3:12])=[O:9])[O:5][CH:6]=1, predict the reactants needed to synthesize it. The reactants are: [Br:1][C:2]1[CH:3]=[C:4]([C:8]([O:10][CH2:11][CH3:12])=[O:9])[O:5][C:6]=1Br.BrC1C=C(C(O)=O)OC=1.